From a dataset of Catalyst prediction with 721,799 reactions and 888 catalyst types from USPTO. Predict which catalyst facilitates the given reaction. (1) Reactant: [Br:1][C:2]1[CH:3]=[C:4]2[N:11]=[CH:10][NH:9][C:5]2=[N:6][C:7]=1[CH3:8].C1C=C(Cl)C=C(C(OO)=[O:20])C=1. Product: [Br:1][C:2]1[CH:3]=[C:4]2[N:11]=[CH:10][NH:9][C:5]2=[N+:6]([O-:20])[C:7]=1[CH3:8]. The catalyst class is: 2. (2) Reactant: [F:1][C:2]([F:33])([F:32])[C:3]1[CH:27]=[C:26]([C:28]([F:31])([F:30])[F:29])[CH:25]=[CH:24][C:4]=1[CH2:5][O:6][C:7]1[CH:12]=[CH:11][C:10](/[CH:13]=[C:14]2/[C:15]([NH:20][CH3:21])=[N:16][C:17](=[O:19])[S:18]/2)=[CH:9][C:8]=1[O:22][CH3:23].[C:34](=O)([O-])[O-].[K+].[K+].CI.O. Product: [F:33][C:2]([F:1])([F:32])[C:3]1[CH:27]=[C:26]([C:28]([F:30])([F:29])[F:31])[CH:25]=[CH:24][C:4]=1[CH2:5][O:6][C:7]1[CH:12]=[CH:11][C:10](/[CH:13]=[C:14]2/[C:15](=[N:20]\[CH3:21])/[N:16]([CH3:34])[C:17](=[O:19])[S:18]/2)=[CH:9][C:8]=1[O:22][CH3:23]. The catalyst class is: 9.